The task is: Predict the reaction yield, written as a fraction of the theoretical maximum amount of product (1.0 means a 100% yield; for example, 0.34 means a 34% yield).. This data is from Reaction yield outcomes from USPTO patents with 853,638 reactions. (1) The reactants are Cl[C:2]([F:7])([F:6])C([O-])=O.[Na+].[OH:9][C:10]1[CH:17]=[CH:16][C:13]([CH:14]=[O:15])=[CH:12][C:11]=1[CH3:18].C(=O)([O-])[O-].[K+].[K+]. The catalyst is CN(C=O)C.O. The yield is 0.630. The product is [F:7][CH:2]([F:6])[O:9][C:10]1[CH:17]=[CH:16][C:13]([CH:14]=[O:15])=[CH:12][C:11]=1[CH3:18]. (2) The reactants are Br[C:2]1[CH:3]=[N:4][CH:5]=[C:6]([CH:31]=1)[C:7]([NH:9][C:10]1[N:11]=[N:12][C:13]([N:16]2[C:20]([C:21]([F:24])([F:23])[F:22])=[CH:19][C:18]([C:25]3[CH:26]=[N:27][CH:28]=[CH:29][CH:30]=3)=[N:17]2)=[CH:14][CH:15]=1)=[O:8].[N:32]1[CH:37]=[C:36](B(O)O)[CH:35]=[N:34][CH:33]=1.C(=O)([O-])[O-].[Cs+].[Cs+]. The catalyst is CN(C)C=O.C1C=CC([P]([Pd]([P](C2C=CC=CC=2)(C2C=CC=CC=2)C2C=CC=CC=2)([P](C2C=CC=CC=2)(C2C=CC=CC=2)C2C=CC=CC=2)[P](C2C=CC=CC=2)(C2C=CC=CC=2)C2C=CC=CC=2)(C2C=CC=CC=2)C2C=CC=CC=2)=CC=1. The product is [N:27]1[CH:28]=[CH:29][CH:30]=[C:25]([C:18]2[CH:19]=[C:20]([C:21]([F:24])([F:23])[F:22])[N:16]([C:13]3[N:12]=[N:11][C:10]([NH:9][C:7](=[O:8])[C:6]4[CH:31]=[C:2]([C:36]5[CH:37]=[N:32][CH:33]=[N:34][CH:35]=5)[CH:3]=[N:4][CH:5]=4)=[CH:15][CH:14]=3)[N:17]=2)[CH:26]=1. The yield is 0.340. (3) The reactants are [CH:1]([S:3]([N:6]1[CH2:27][CH2:26][C:9]2([N:13]=[C:12]([C:14]3[CH:19]=[CH:18][C:17]([F:20])=[C:16]([C:21]([F:24])([F:23])[F:22])[CH:15]=3)[NH:11][C:10]2=[O:25])[CH2:8][CH2:7]1)(=[O:5])=[O:4])=[CH2:2].Br[C:29]1[C:41]([CH3:42])=[CH:40][C:32]([O:33][CH2:34][CH2:35][CH:36]([OH:39])[CH2:37][OH:38])=[CH:31][C:30]=1[CH3:43].F[B-](F)(F)F.C(P(C(C)(C)C)C(C)(C)C)(C)(C)C.CN(C1CCCCC1)C1CCCCC1.[NH4+].[Cl-]. The catalyst is C1C=CC(/C=C/C(/C=C/C2C=CC=CC=2)=O)=CC=1.C1C=CC(/C=C/C(/C=C/C2C=CC=CC=2)=O)=CC=1.[Pd].CN1C(=O)CCC1. The product is [OH:39][CH:36]([CH2:37][OH:38])[CH2:35][CH2:34][O:33][C:32]1[CH:31]=[C:30]([CH3:43])[C:29](/[CH:2]=[CH:1]/[S:3]([N:6]2[CH2:7][CH2:8][C:9]3([N:13]=[C:12]([C:14]4[CH:19]=[CH:18][C:17]([F:20])=[C:16]([C:21]([F:22])([F:23])[F:24])[CH:15]=4)[NH:11][C:10]3=[O:25])[CH2:26][CH2:27]2)(=[O:5])=[O:4])=[C:41]([CH3:42])[CH:40]=1. The yield is 0.490. (4) The reactants are [CH2:1]([C:5]1[N:9]=[C:8]([CH2:10][CH2:11][CH2:12][CH3:13])[NH:7][N:6]=1)[CH2:2][CH2:3][CH3:4].[H-].[Na+].[H][H].Br[CH2:19][C:20]1[CH:25]=[CH:24][C:23]([C:26]2[CH:31]=[CH:30][CH:29]=[CH:28][C:27]=2[C:32]([O:34][CH3:35])=[O:33])=[CH:22][CH:21]=1. The catalyst is CN(C)C=O.CO. The product is [CH2:1]([C:5]1[N:9]=[C:8]([CH2:10][CH2:11][CH2:12][CH3:13])[N:7]([CH2:19][C:20]2[CH:25]=[CH:24][C:23]([C:26]3[C:27]([C:32]([O:34][CH3:35])=[O:33])=[CH:28][CH:29]=[CH:30][CH:31]=3)=[CH:22][CH:21]=2)[N:6]=1)[CH2:2][CH2:3][CH3:4]. The yield is 0.410. (5) The reactants are C([O-])(=O)C.[NH4+:5].[Br:6][C:7]1[CH:12]=[CH:11][C:10]([C:13](=O)[CH2:14][NH:15][C:16]([C@:18]2([CH3:40])[CH2:22][CH2:21][CH2:20][N:19]2[C:23]([O:25][CH2:26][CH:27]2[C:39]3[CH:38]=[CH:37][CH:36]=[CH:35][C:34]=3[C:33]3[C:28]2=[CH:29][CH:30]=[CH:31][CH:32]=3)=[O:24])=O)=[CH:9][CH:8]=1. The catalyst is C1(C)C(C)=CC=CC=1. The product is [Br:6][C:7]1[CH:8]=[CH:9][C:10]([C:13]2[NH:5][C:16]([C@:18]3([CH3:40])[CH2:22][CH2:21][CH2:20][N:19]3[C:23]([O:25][CH2:26][CH:27]3[C:28]4[CH:29]=[CH:30][CH:31]=[CH:32][C:33]=4[C:34]4[C:39]3=[CH:38][CH:37]=[CH:36][CH:35]=4)=[O:24])=[N:15][CH:14]=2)=[CH:11][CH:12]=1. The yield is 0.490. (6) The reactants are Br[C:2]1[CH:3]=[C:4]2[C:9](=[CH:10][CH:11]=1)[N:8]=[C:7]([CH3:12])[C:6]([C:13]([O:15][CH2:16][CH3:17])=[O:14])=[CH:5]2.[Cl:18][C:19]1[CH:24]=[CH:23][CH:22]=[C:21]([Cl:25])[C:20]=1[C:26]1[C:30]([CH2:31][O:32][C:33]2[CH:38]=[CH:37][C:36](B3OC(C)(C)C(C)(C)O3)=[CH:35][CH:34]=2)=[C:29]([CH:48]([CH3:50])[CH3:49])[O:28][N:27]=1.C1(P(C2C=CC=CC=2)C2C=CC=CC=2)C=CC=CC=1.P([O-])([O-])([O-])=O.[K+].[K+].[K+]. The catalyst is C([O-])(=O)C.[Pd+2].C([O-])(=O)C.C(OCC)(=O)C.O.O1CCOCC1. The product is [Cl:25][C:21]1[CH:22]=[CH:23][CH:24]=[C:19]([Cl:18])[C:20]=1[C:26]1[C:30]([CH2:31][O:32][C:33]2[CH:34]=[CH:35][C:36]([C:2]3[CH:3]=[C:4]4[C:9](=[CH:10][CH:11]=3)[N:8]=[C:7]([CH3:12])[C:6]([C:13]([O:15][CH2:16][CH3:17])=[O:14])=[CH:5]4)=[CH:37][CH:38]=2)=[C:29]([CH:48]([CH3:50])[CH3:49])[O:28][N:27]=1. The yield is 0.520. (7) The reactants are [CH3:1][N:2]([CH2:10][C:11]1[CH:15]=[C:14]([C:16]2[CH:21]=[CH:20][C:19]([S:22]([CH3:25])(=[O:24])=[O:23])=[CH:18][CH:17]=2)[N:13]([S:26]([C:29]2[CH:30]=[N:31][CH:32]=[CH:33][CH:34]=2)(=[O:28])=[O:27])[CH:12]=1)C(=O)OC(C)(C)C.C(OCC)(=O)C.[ClH:41]. The catalyst is C(OCC)(=O)C. The product is [ClH:41].[ClH:41].[CH3:1][NH:2][CH2:10][C:11]1[CH:15]=[C:14]([C:16]2[CH:17]=[CH:18][C:19]([S:22]([CH3:25])(=[O:23])=[O:24])=[CH:20][CH:21]=2)[N:13]([S:26]([C:29]2[CH:30]=[N:31][CH:32]=[CH:33][CH:34]=2)(=[O:27])=[O:28])[CH:12]=1. The yield is 0.330.